Dataset: Catalyst prediction with 721,799 reactions and 888 catalyst types from USPTO. Task: Predict which catalyst facilitates the given reaction. (1) The catalyst class is: 4. Product: [Cl:1][C:2]1[CH:3]=[C:4]([N:5]=[C:17]=[S:18])[CH:6]=[C:7]([Cl:16])[C:8]=1[S:9][C:10]1[CH:15]=[CH:14][CH:13]=[CH:12][CH:11]=1. Reactant: [Cl:1][C:2]1[CH:3]=[C:4]([CH:6]=[C:7]([Cl:16])[C:8]=1[S:9][C:10]1[CH:15]=[CH:14][CH:13]=[CH:12][CH:11]=1)[NH2:5].[C:17](N1C=CN=C1)(N1C=CN=C1)=[S:18]. (2) Reactant: [CH3:1][S:2]([OH:5])(=[O:4])=[O:3].[F:6][CH2:7][C:8]1([C:11]2[CH:12]=[C:13]([NH:23][C:24]([NH:26][C:27]3[C:36]4[C:31](=[CH:32][CH:33]=[CH:34][CH:35]=4)[C:30]([O:37][CH:38]4[CH2:43][CH2:42][N:41]([C:44]([C:46]5([CH3:49])[CH2:48][CH2:47]5)=[O:45])[CH2:40][CH2:39]4)=[N:29][CH:28]=3)=[O:25])[N:14]([C:16]3[CH:21]=[CH:20][C:19]([CH3:22])=[CH:18][CH:17]=3)[N:15]=2)[CH2:10][CH2:9]1. Product: [S:2]([OH:5])(=[O:4])(=[O:3])[CH3:1].[F:6][CH2:7][C:8]1([C:11]2[CH:12]=[C:13]([NH:23][C:24]([NH:26][C:27]3[C:36]4[C:31](=[CH:32][CH:33]=[CH:34][CH:35]=4)[C:30]([O:37][CH:38]4[CH2:39][CH2:40][N:41]([C:44]([C:46]5([CH3:49])[CH2:47][CH2:48]5)=[O:45])[CH2:42][CH2:43]4)=[N:29][CH:28]=3)=[O:25])[N:14]([C:16]3[CH:17]=[CH:18][C:19]([CH3:22])=[CH:20][CH:21]=3)[N:15]=2)[CH2:9][CH2:10]1. The catalyst class is: 4. (3) Reactant: [CH3:1][C:2]1[CH:7]=[C:6]([C:8](=[O:15])[CH2:9][CH2:10][CH2:11][CH2:12][CH2:13][CH3:14])[CH:5]=[CH:4][C:3]=1[C:16]1[CH:21]=[CH:20][C:19]([C:22]([F:25])([F:24])[F:23])=[CH:18][CH:17]=1.[BH4-].[Na+].C(=O)(O)[O-].[Na+].[Cl-].[Na+]. Product: [CH3:1][C:2]1[CH:7]=[C:6]([CH:8]([OH:15])[CH2:9][CH2:10][CH2:11][CH2:12][CH2:13][CH3:14])[CH:5]=[CH:4][C:3]=1[C:16]1[CH:17]=[CH:18][C:19]([C:22]([F:23])([F:24])[F:25])=[CH:20][CH:21]=1. The catalyst class is: 162.